From a dataset of Experimentally validated miRNA-target interactions with 360,000+ pairs, plus equal number of negative samples. Binary Classification. Given a miRNA mature sequence and a target amino acid sequence, predict their likelihood of interaction. (1) The miRNA is hsa-miR-196a-5p with sequence UAGGUAGUUUCAUGUUGUUGGG. The protein sequence of the target gene is MENCSAASTFLTDSLELELGTEWCKPPYFSCAVDNRGGGKHFSGESYLCSGALKRLILNLDPLPTNFEEDTLEIFGIQWVTETALVNSSRELFHLFRQQLYNLETLLQSSCDFGKVSTLHCKADNIRQQCVLFLHYVKVFIFRYLKVQNAESHVPVHPYEALEAQLPSVLIDELHGLLLYIGHLSELPSVNIGAFVNQNQIKLFPPSWHLLHLHLDIHWLVLEILYMLGEKLKQVVYGHQFMNLASDNLTNISLFEEHCETLLCDLISLSLNRYDKVRSSESLMSDQCPCLCIKELWVLL.... Result: 1 (interaction). (2) The protein sequence of the target gene is MILLSFVSDSNVGTGEKKVTEAWISEDENSHRTTSDRLTVMELPSPESEEVHEPRLGELLGNPEGQSLGSSPSQDRGCKQVTVTHWKIQTGETAQVCTKSGRNHILNSDLLLLQRELIEGEANPCDICGKTFTFNSDLVRHRISHAGEKPYTCDQCGKGFGQSSHLMEHQRIHTGERLYVCNVCGKDFIHYSGLIEHQRVHSGEKPFKCAQCGKAFCHSSDLIRHQRVHTRERPFECKECGKGFSQSSLLIRHQRIHTGERPYECNECGKSFIRSSSLIRHYQIHTEVKQYECKECGKAF.... Result: 1 (interaction). The miRNA is hsa-miR-30c-2-3p with sequence CUGGGAGAAGGCUGUUUACUCU. (3) The miRNA is hsa-miR-6817-5p with sequence UCUGCCAUAGGAAGCUUGGAGUGG. The protein sequence of the target gene is MESSSSDYYNKDNEEESLLANVASLRHELKITEWSLQSLGEELSSVSPSENSDYAPNPSRSEKLILDVQPSHPGLLNYSPYENVCKISGSSTDFQKKPRDKMFSSSAPVDQEIKSLREKLNKLRQQNACLVTQNHSLMTKFESIHFELTQSRAKVSMLESAQQQAASVPILEEQIINLEAEVSAQDKVLREAENKLEQSQKMVIEKEQSLQESKEECIKLKVDLLEQTKQGKRAERQRNEALYNAEELSKAFQQYKKKVAEKLEKVQAEEEILERNLTNCEKENKRLQERCGLYKSELEI.... Result: 0 (no interaction). (4) The miRNA is mmu-miR-7085-3p with sequence UAGCUGGCCUCUCCCCACCUUC. The protein sequence of the target gene is MVAPGSVGSRLGAVFPFLLVLVDLQYEGAECGVNADVEKHLELGKKLLAAGQLADALSQFHAAVDGDPDNYIAYYRRATVFLAMGKSKAALPDLTKVIALKMDFTAARLQRGHLLLKQGKLDEAEDDFKKVLKSNPSEQEEKEAESQLVKADEMQRLRSQALDAFDGADYTAAITFLDKILEVCVWDAELRELRAECFIKEGEPRKAISDLKAASKLKSDNTEAFYKISTLYYQLGDHELSLSEVRECLKLDQDHKRCFAHYKQVKKLNKLIESAEELIRDGRYTDATSKYESVMKTEPS.... Result: 0 (no interaction).